This data is from Reaction yield outcomes from USPTO patents with 853,638 reactions. The task is: Predict the reaction yield, written as a fraction of the theoretical maximum amount of product (1.0 means a 100% yield; for example, 0.34 means a 34% yield). The reactants are C([O:3][C:4]([C:6]1[CH:37]=[CH:36][C:9]([CH2:10][CH2:11][N:12]2[CH2:17][CH:16]=[C:15]([C:18]3[C:19]([C:30]4[CH:35]=[CH:34][N:33]=[CH:32][CH:31]=4)=[C:20]([C:23]4[CH:28]=[CH:27][C:26]([F:29])=[CH:25][CH:24]=4)[NH:21][CH:22]=3)[CH2:14][CH2:13]2)=[CH:8][CH:7]=1)=[O:5])C.[OH-].[Li+].Cl. The catalyst is C(O)C. The product is [C:4]([C:6]1[CH:37]=[CH:36][C:9]([CH2:10][CH2:11][N:12]2[CH2:13][CH:14]=[C:15]([C:18]3[C:19]([C:30]4[CH:31]=[CH:32][N:33]=[CH:34][CH:35]=4)=[C:20]([C:23]4[CH:28]=[CH:27][C:26]([F:29])=[CH:25][CH:24]=4)[NH:21][CH:22]=3)[CH2:16][CH2:17]2)=[CH:8][CH:7]=1)([OH:5])=[O:3]. The yield is 0.890.